From a dataset of Full USPTO retrosynthesis dataset with 1.9M reactions from patents (1976-2016). Predict the reactants needed to synthesize the given product. (1) The reactants are: C([N:8]1[C:16]2[CH:15]=[C:14]([O:17][CH3:18])[CH:13]=[CH:12][C:11]=2[C:10]2[N:19]=[C:20]([N:27]3[CH2:32][CH2:31][CH2:30][CH2:29][CH2:28]3)[CH:21]=[C:22]([C:23]([O:25][CH3:26])=[O:24])[C:9]1=2)C1C=CC=CC=1. Given the product [CH3:18][O:17][C:14]1[CH:13]=[CH:12][C:11]2[C:10]3[N:19]=[C:20]([N:27]4[CH2:32][CH2:31][CH2:30][CH2:29][CH2:28]4)[CH:21]=[C:22]([C:23]([O:25][CH3:26])=[O:24])[C:9]=3[NH:8][C:16]=2[CH:15]=1, predict the reactants needed to synthesize it. (2) Given the product [CH2:3]([C@@H:10]1[C:25](=[O:26])[NH:24][C@@H:23]2[CH2:27][S:28][S:58][CH2:57][CH2:56][CH:55]=[CH:54][C@@H:14]([O:15][O:16][C:17](=[O:53])[CH2:18][C@H:19]([OH:52])[C@@H:20]([CH:49]([CH3:51])[CH3:50])[NH:21][C:22]2=[O:48])[NH:13][C:12](=[O:78])[CH2:11]1)[C:4]1[CH:9]=[CH:8][CH:7]=[CH:6][CH:5]=1, predict the reactants needed to synthesize it. The reactants are: II.[CH2:3]([C@@H:10]1[C:25](=[O:26])[NH:24][C@H:23]([CH2:27][S:28]C(C2C=CC=CC=2)(C2C=CC=CC=2)C2C=CC=CC=2)[C:22](=[O:48])[NH:21][C@H:20]([CH:49]([CH3:51])[CH3:50])[C@@H:19]([OH:52])[CH2:18][C:17](=[O:53])[O:16][O:15][C@H:14](/[CH:54]=[CH:55]/[CH2:56][CH2:57][S:58]C(C2C=CC=CC=2)(C2C=CC=CC=2)C2C=CC=CC=2)[NH:13][C:12](=[O:78])[CH2:11]1)[C:4]1[CH:9]=[CH:8][CH:7]=[CH:6][CH:5]=1.S([O-])([O-])(=O)=S.[Na+].[Na+]. (3) The reactants are: [OH-].[Li+].[Cl:3][C:4]1[CH:9]=[C:8]([Cl:10])[CH:7]=[C:6]([Cl:11])[C:5]=1[S:12]([N:15]([CH2:17][CH2:18][CH2:19][CH2:20][C:21]([O:23]C)=[O:22])[CH3:16])(=[O:14])=[O:13]. Given the product [Cl:3][C:4]1[CH:9]=[C:8]([Cl:10])[CH:7]=[C:6]([Cl:11])[C:5]=1[S:12]([N:15]([CH2:17][CH2:18][CH2:19][CH2:20][C:21]([OH:23])=[O:22])[CH3:16])(=[O:13])=[O:14], predict the reactants needed to synthesize it.